Dataset: Peptide-MHC class I binding affinity with 185,985 pairs from IEDB/IMGT. Task: Regression. Given a peptide amino acid sequence and an MHC pseudo amino acid sequence, predict their binding affinity value. This is MHC class I binding data. (1) The peptide sequence is CFKEASFSKR. The MHC is HLA-A33:01 with pseudo-sequence HLA-A33:01. The binding affinity (normalized) is 0.620. (2) The peptide sequence is YTPGPGIRY. The MHC is HLA-A30:02 with pseudo-sequence HLA-A30:02. The binding affinity (normalized) is 0.0762. (3) The peptide sequence is RPNNNTRKSI. The MHC is H-2-Db with pseudo-sequence H-2-Db. The binding affinity (normalized) is 0. (4) The peptide sequence is DRPKQAWCWF. The MHC is HLA-B27:05 with pseudo-sequence HLA-B27:05. The binding affinity (normalized) is 0.219. (5) The peptide sequence is YGWSYFHEA. The MHC is Mamu-B3901 with pseudo-sequence Mamu-B3901. The binding affinity (normalized) is 0.162.